Dataset: Forward reaction prediction with 1.9M reactions from USPTO patents (1976-2016). Task: Predict the product of the given reaction. (1) Given the reactants Cl[C:2]1[N:7]=[C:6]([CH2:8][OH:9])[CH:5]=[C:4]([CH3:10])[N:3]=1.[F:11][C:12]1[CH:18]=[CH:17][C:15]([NH2:16])=[CH:14][CH:13]=1, predict the reaction product. The product is: [F:11][C:12]1[CH:18]=[CH:17][C:15]([NH:16][C:2]2[N:7]=[C:6]([CH2:8][OH:9])[CH:5]=[C:4]([CH3:10])[N:3]=2)=[CH:14][CH:13]=1. (2) Given the reactants [CH3:1][C:2]1[C:3]([C:11]2[S:12][CH:13]=[CH:14][CH:15]=2)=[N:4][O:5][C:6]=1[C:7]([F:10])([F:9])[F:8].[C:16](OC1C=CC=CC=1C(Cl)=O)(=[O:18])[CH3:17], predict the reaction product. The product is: [CH3:1][C:2]1[C:3]([C:11]2[S:12][C:13]([C:16](=[O:18])[CH3:17])=[CH:14][CH:15]=2)=[N:4][O:5][C:6]=1[C:7]([F:8])([F:10])[F:9]. (3) Given the reactants [Br:1][C:2]1[CH:3]=[C:4]([CH:8]=[C:9]([S:11][CH:12]2[CH2:16][CH2:15][CH2:14][CH2:13]2)[CH:10]=1)[C:5]([OH:7])=[O:6].[C:17](Cl)(=O)C, predict the reaction product. The product is: [Br:1][C:2]1[CH:3]=[C:4]([CH:8]=[C:9]([S:11][CH:12]2[CH2:13][CH2:14][CH2:15][CH2:16]2)[CH:10]=1)[C:5]([O:7][CH3:17])=[O:6]. (4) Given the reactants CC1(C)C(C)(C)OB([C:9]2[CH:14]=[CH:13][CH:12]=[C:11]([C:15]([F:18])([F:17])[F:16])[CH:10]=2)O1.[Br:20][C:21]1[CH:26]=[CH:25][CH:24]=[C:23](Br)[N:22]=1, predict the reaction product. The product is: [Br:20][C:21]1[CH:26]=[CH:25][CH:24]=[C:23]([C:9]2[CH:14]=[CH:13][CH:12]=[C:11]([C:15]([F:16])([F:17])[F:18])[CH:10]=2)[N:22]=1.